From a dataset of Catalyst prediction with 721,799 reactions and 888 catalyst types from USPTO. Predict which catalyst facilitates the given reaction. (1) Reactant: C([N:8]1[CH2:17][CH2:16][C:15]2[C:14]([NH:18][C:19]3[CH:24]=[CH:23][C:22]([C:25]([CH3:28])([CH3:27])[CH3:26])=[CH:21][CH:20]=3)=[N:13][CH:12]=[N:11][C:10]=2[CH2:9]1)C1C=CC=CC=1. Product: [C:25]([C:22]1[CH:23]=[CH:24][C:19]([NH:18][C:14]2[C:15]3[CH2:16][CH2:17][NH:8][CH2:9][C:10]=3[N:11]=[CH:12][N:13]=2)=[CH:20][CH:21]=1)([CH3:28])([CH3:26])[CH3:27]. The catalyst class is: 105. (2) Reactant: C[O:2][C:3]([C@@H:5]1[CH2:9][CH2:8][CH2:7][N:6]1[CH2:10][C:11]1[N:20]=[C:19]([NH:21][C:22]2[CH:27]=[CH:26][C:25]([C:28]([CH3:31])([CH3:30])[CH3:29])=[CH:24][CH:23]=2)[C:18]2[C:13](=[CH:14][C:15]([C:32]3[C:37]([C:38]([F:41])([F:40])[F:39])=[CH:36][CH:35]=[CH:34][N:33]=3)=[CH:16][CH:17]=2)[N:12]=1)=[O:4].[Li+].[OH-]. Product: [C:28]([C:25]1[CH:24]=[CH:23][C:22]([NH:21][C:19]2[C:18]3[C:13](=[CH:14][C:15]([C:32]4[C:37]([C:38]([F:40])([F:41])[F:39])=[CH:36][CH:35]=[CH:34][N:33]=4)=[CH:16][CH:17]=3)[N:12]=[C:11]([CH2:10][N:6]3[CH2:7][CH2:8][CH2:9][C@H:5]3[C:3]([OH:4])=[O:2])[N:20]=2)=[CH:27][CH:26]=1)([CH3:31])([CH3:29])[CH3:30]. The catalyst class is: 20. (3) Reactant: [NH:1](C(OC(C)(C)C)=O)[C@H:2]([C:12]([NH:14][C@H:15]([C:25]([OH:27])=[O:26])[CH2:16][S:17][CH2:18][C:19]1[CH:24]=[CH:23][CH:22]=[CH:21][CH:20]=1)=[O:13])[CH2:3][CH2:4][C:5](=[O:11])[O:6]C(C)(C)C. Product: [NH2:1][C@H:2]([C:12]([NH:14][C@H:15]([C:25]([OH:27])=[O:26])[CH2:16][S:17][CH2:18][C:19]1[CH:20]=[CH:21][CH:22]=[CH:23][CH:24]=1)=[O:13])[CH2:3][CH2:4][C:5](=[O:6])[OH:11]. The catalyst class is: 67.